Dataset: Reaction yield outcomes from USPTO patents with 853,638 reactions. Task: Predict the reaction yield, written as a fraction of the theoretical maximum amount of product (1.0 means a 100% yield; for example, 0.34 means a 34% yield). (1) The reactants are [C:1]([C:5]1[N:9]([CH2:10][CH:11]2[CH2:16][CH2:15][O:14][CH2:13][CH2:12]2)[C:8]2[CH:17]=[CH:18][C:19]([S:21](Cl)(=[O:23])=[O:22])=[CH:20][C:7]=2[N:6]=1)([CH3:4])([CH3:3])[CH3:2].[CH:25]1([NH2:29])[CH2:28][CH2:27][CH2:26]1. The catalyst is CN(C1C=CN=CC=1)C.CC#N. The product is [C:1]([C:5]1[N:9]([CH2:10][CH:11]2[CH2:16][CH2:15][O:14][CH2:13][CH2:12]2)[C:8]2[CH:17]=[CH:18][C:19]([S:21]([NH:29][CH:25]3[CH2:28][CH2:27][CH2:26]3)(=[O:23])=[O:22])=[CH:20][C:7]=2[N:6]=1)([CH3:4])([CH3:3])[CH3:2]. The yield is 0.420. (2) The reactants are [NH2:1][C:2]1[CH:15]=[CH:14][C:13]([I:16])=[CH:12][C:3]=1[C:4]([NH:6][CH2:7][C:8]([O:10][CH3:11])=[O:9])=[O:5].C(N(CC)CC)C.[Cl:24][C:25]1[CH:26]=[C:27]([CH:31]=[CH:32][CH:33]=1)[C:28](Cl)=[O:29]. The catalyst is C1COCC1. The product is [Cl:24][C:25]1[CH:26]=[C:27]([CH:31]=[CH:32][CH:33]=1)[C:28]([NH:1][C:2]1[CH:15]=[CH:14][C:13]([I:16])=[CH:12][C:3]=1[C:4]([NH:6][CH2:7][C:8]([O:10][CH3:11])=[O:9])=[O:5])=[O:29]. The yield is 0.900. (3) The reactants are [C:1]([O:5][C:6](=[O:17])[NH:7][C@H:8]([C:10]1[CH:15]=[CH:14][CH:13]=[C:12]([OH:16])[CH:11]=1)[CH3:9])([CH3:4])([CH3:3])[CH3:2].Br[C:19]1[N:24]=[CH:23][CH:22]=[CH:21][N:20]=1.C(=O)([O-])[O-].[K+].[K+].N1C=CC=CC=1. The catalyst is [Cu](I)I.CCOC(C)=O.C(Cl)Cl. The product is [C:1]([O:5][C:6](=[O:17])[NH:7][C@H:8]([C:10]1[CH:15]=[CH:14][CH:13]=[C:12]([O:16][C:19]2[N:24]=[CH:23][CH:22]=[CH:21][N:20]=2)[CH:11]=1)[CH3:9])([CH3:2])([CH3:3])[CH3:4]. The yield is 1.00. (4) The reactants are Br[C:2]1[C:3]2[C:8]([C:9]([C:16]3[CH:21]=[CH:20][CH:19]=[CH:18][CH:17]=3)=[C:10]3[C:15]=1[CH:14]=[CH:13][CH:12]=[CH:11]3)=[CH:7][CH:6]=[CH:5][CH:4]=2.[Li]CCCC.[I:27]I.S([O-])([O-])(=O)=S.[Na+].[Na+]. The catalyst is O1CCCC1. The product is [I:27][C:2]1[C:3]2[C:8]([C:9]([C:16]3[CH:21]=[CH:20][CH:19]=[CH:18][CH:17]=3)=[C:10]3[C:15]=1[CH:14]=[CH:13][CH:12]=[CH:11]3)=[CH:7][CH:6]=[CH:5][CH:4]=2. The yield is 0.830.